From a dataset of Catalyst prediction with 721,799 reactions and 888 catalyst types from USPTO. Predict which catalyst facilitates the given reaction. (1) Reactant: [Br:1][C:2]1[NH:3][CH:4]=[C:5]([N+:7]([O-:9])=[O:8])[N:6]=1.[Si:10]([O:17][CH2:18][CH:19]([O:22][CH:23]1[CH2:28][CH2:27][CH2:26][CH2:25][O:24]1)[CH2:20]Cl)([C:13]([CH3:16])([CH3:15])[CH3:14])([CH3:12])[CH3:11].C(=O)([O-])[O-].[K+].[K+].[I-].[Na+]. Product: [Br:1][C:2]1[N:3]([CH2:20][CH:19]([O:22][CH:23]2[CH2:28][CH2:27][CH2:26][CH2:25][O:24]2)[CH2:18][O:17][Si:10]([C:13]([CH3:16])([CH3:14])[CH3:15])([CH3:12])[CH3:11])[CH:4]=[C:5]([N+:7]([O-:9])=[O:8])[N:6]=1. The catalyst class is: 9. (2) Reactant: [C:1]1(/[CH:7]=[CH:8]\[CH2:9][CH2:10][C:11](OCC)=[O:12])[CH:6]=[CH:5][CH:4]=[CH:3][CH:2]=1.CC(C[AlH]CC(C)C)C. Product: [C:1]1(/[CH:7]=[CH:8]\[CH2:9][CH2:10][CH:11]=[O:12])[CH:6]=[CH:5][CH:4]=[CH:3][CH:2]=1. The catalyst class is: 4. (3) Reactant: N[C@H]1C(F)(F)CCC[C@H]1N[C:11]1[N:12]=[C:13](Cl)[C:14]([C:17]#[N:18])=[N:15][CH:16]=1.[NH2:20][C:21]1[CH:22]=[C:23]2[C:28](=[CH:29][CH:30]=1)[N:27]=[CH:26][CH:25]=[CH:24]2.C([O-])([O-])=O.[K+].[K+].C1C=CC(P(C2C(C3C(P(C4C=CC=CC=4)C4C=CC=CC=4)=CC=C4C=3C=CC=C4)=C3C(C=CC=C3)=CC=2)C2C=CC=CC=2)=CC=1. Product: [N:27]1[C:28]2[C:23](=[CH:22][C:21]([NH:20][C:13]3[C:14]([C:17]#[N:18])=[N:15][CH:16]=[CH:11][N:12]=3)=[CH:30][CH:29]=2)[CH:24]=[CH:25][CH:26]=1. The catalyst class is: 231.